Predict which catalyst facilitates the given reaction. From a dataset of Catalyst prediction with 721,799 reactions and 888 catalyst types from USPTO. (1) Reactant: Cl[C:2]([O:4][CH2:5][Cl:6])=[O:3].Cl.[CH2:8]([O:15][C:16](=[O:19])[CH2:17][NH2:18])[C:9]1[CH:14]=[CH:13][CH:12]=[CH:11][CH:10]=1.CCN(CC)CC. Product: [CH2:8]([O:15][C:16](=[O:19])[CH2:17][NH:18][C:2]([O:4][CH2:5][Cl:6])=[O:3])[C:9]1[CH:14]=[CH:13][CH:12]=[CH:11][CH:10]=1. The catalyst class is: 2. (2) Reactant: [F:1][C:2]([F:11])([CH3:10])/[CH:3]=[CH:4]/[C:5]([O:7]CC)=[O:6].[OH-].[Na+].Cl. Product: [F:1][C:2]([F:11])([CH3:10])/[CH:3]=[CH:4]/[C:5]([OH:7])=[O:6]. The catalyst class is: 8. (3) Reactant: [C:1]([C:3]1[CH:4]=[C:5]2[C:10]([S:11][CH2:12][CH3:13])=[C:9]([C:14]([NH2:16])=[O:15])[CH:8]=[N:7][N:6]2[CH:17]=1)#[N:2].[N:18]([Sn](CCCC)(CCCC)CCCC)=[N+:19]=[N-:20]. Product: [CH2:12]([S:11][C:10]1[C:5]2[N:6]([CH:17]=[C:3]([C:1]3[NH:20][N:19]=[N:18][N:2]=3)[CH:4]=2)[N:7]=[CH:8][C:9]=1[C:14]([NH2:16])=[O:15])[CH3:13]. The catalyst class is: 37. (4) Reactant: [CH3:1][C:2]1[CH:3]=[C:4]([C:19]2[S:23][C:22]([C:24]3([C:27]([O:29]C(C)(C)C)=[O:28])[CH2:26][CH2:25]3)=[N:21][CH:20]=2)[CH:5]=[C:6]([NH:8][C:9]2[N:14]=[C:13]([C:15]([F:18])([F:17])[F:16])[CH:12]=[CH:11][N:10]=2)[CH:7]=1.C(O)(C(F)(F)F)=O. Product: [CH3:1][C:2]1[CH:3]=[C:4]([C:19]2[S:23][C:22]([C:24]3([C:27]([OH:29])=[O:28])[CH2:26][CH2:25]3)=[N:21][CH:20]=2)[CH:5]=[C:6]([NH:8][C:9]2[N:14]=[C:13]([C:15]([F:18])([F:16])[F:17])[CH:12]=[CH:11][N:10]=2)[CH:7]=1. The catalyst class is: 2. (5) Reactant: [C:1]([O:4][C@H:5]([C:41]1[CH:46]=[CH:45][C:44]([F:47])=[CH:43][CH:42]=1)[CH2:6][CH2:7][C@H:8]1[C:11](=[O:12])[N:10]([C:13]2[CH:18]=[CH:17][C:16]([CH:19]=[CH2:20])=[CH:15][CH:14]=2)[C@@H:9]1[C:21]1[CH:26]=[CH:25][C:24]([CH2:27][CH2:28][C:29]([CH2:36][O:37][C:38](=[O:40])[CH3:39])([OH:35])[CH2:30][O:31][C:32](=[O:34])[CH3:33])=[CH:23][CH:22]=1)(=[O:3])[CH3:2]. Product: [C:1]([O:4][C@H:5]([C:41]1[CH:46]=[CH:45][C:44]([F:47])=[CH:43][CH:42]=1)[CH2:6][CH2:7][C@H:8]1[C:11](=[O:12])[N:10]([C:13]2[CH:14]=[CH:15][C:16]([CH2:19][CH3:20])=[CH:17][CH:18]=2)[C@@H:9]1[C:21]1[CH:26]=[CH:25][C:24]([CH2:27][CH2:28][C:29]([CH2:36][O:37][C:38](=[O:40])[CH3:39])([OH:35])[CH2:30][O:31][C:32](=[O:34])[CH3:33])=[CH:23][CH:22]=1)(=[O:3])[CH3:2]. The catalyst class is: 6. (6) Reactant: Cl[C:2]1[CH:3]=[C:4]([C:9]2[N:13]3[C:14]4[N:22]=[C:21]([O:23][CH3:24])[CH:20]=[CH:19][C:15]=4[N:16]=[C:17]([CH3:18])[C:12]3=[C:11]([CH3:25])[N:10]=2)[CH:5]=[C:6](Cl)[CH:7]=1.[CH:26]([O:29]C1C=CC=CC=1B(O)O)([CH3:28])[CH3:27].C([O-])([O-])=O.[K+].[K+]. Product: [CH:26]([O:29][C:5]1[CH:6]=[CH:7][CH:2]=[CH:3][C:4]=1[C:9]1[N:13]2[C:14]3[N:22]=[C:21]([O:23][CH3:24])[CH:20]=[CH:19][C:15]=3[N:16]=[C:17]([CH3:18])[C:12]2=[C:11]([CH3:25])[N:10]=1)([CH3:28])[CH3:27]. The catalyst class is: 73. (7) Product: [N:1]1[CH:6]=[CH:5][CH:4]=[CH:3][C:2]=1[C:7]#[C:8][C:9]1[C:17]2[C:12](=[CH:13][C:14]([NH:18][C:19]3[CH:27]=[CH:26][CH:25]=[CH:24][C:20]=3[C:21]([OH:23])=[O:22])=[CH:15][CH:16]=2)[NH:11][N:10]=1. The catalyst class is: 6. Reactant: [N:1]1[CH:6]=[CH:5][CH:4]=[CH:3][C:2]=1[C:7]#[C:8][C:9]1[C:17]2[C:12](=[CH:13][C:14]([N:18](COCC[Si](C)(C)C)[C:19]3[CH:27]=[CH:26][CH:25]=[CH:24][C:20]=3[C:21]([OH:23])=[O:22])=[CH:15][CH:16]=2)[NH:11][N:10]=1.[F-].C([N+](CCCC)(CCCC)CCCC)CCC.C1COCC1.C(N)CN.C(O)(=O)C.